This data is from Catalyst prediction with 721,799 reactions and 888 catalyst types from USPTO. The task is: Predict which catalyst facilitates the given reaction. (1) Reactant: [C:1]([O:5][P:6](=[O:13])([O-:12])[O:7][C:8]([CH3:11])([CH3:10])[CH3:9])([CH3:4])([CH3:3])[CH3:2].C([N+](CCCC)(CCCC)CCCC)CCC.Br[CH2:32][CH2:33][CH2:34][OH:35]. Product: [OH:35][CH2:34][CH2:33][CH2:32][O:13][P:6](=[O:12])([O:7][C:8]([CH3:11])([CH3:10])[CH3:9])[O:5][C:1]([CH3:4])([CH3:2])[CH3:3]. The catalyst class is: 57. (2) Reactant: Br[C:2]1[CH:15]=[CH:14][C:5]([O:6][Si:7]([C:10]([CH3:13])([CH3:12])[CH3:11])([CH3:9])[CH3:8])=[CH:4][C:3]=1[CH:16]([CH3:18])[CH3:17].C([Li])(C)(C)C.CN([CH:27]=[O:28])C. Product: [C:10]([Si:7]([CH3:9])([CH3:8])[O:6][C:5]1[CH:14]=[CH:15][C:2]([CH:27]=[O:28])=[C:3]([CH:16]([CH3:18])[CH3:17])[CH:4]=1)([CH3:13])([CH3:12])[CH3:11]. The catalyst class is: 605. (3) Reactant: [CH2:1]([N:8]1[CH2:13][CH2:12][CH:11]([C:14]2[CH:19]=[CH:18][CH:17]=[C:16]([O:20]CC3C=CC=CC=3)[CH:15]=2)[CH:10]([O:28][CH2:29][C:30]2[CH:39]=[CH:38][C:37]3[C:32](=[CH:33][CH:34]=[CH:35][CH:36]=3)[CH:31]=2)[CH2:9]1)[C:2]1[CH:7]=[CH:6][CH:5]=[CH:4][CH:3]=1.CN(C)C1C=CC=CC=1.[Cl-].[Cl-].[Cl-].[Al+3]. Product: [CH2:1]([N:8]1[CH2:13][CH2:12][CH:11]([C:14]2[CH:19]=[CH:18][CH:17]=[C:16]([OH:20])[CH:15]=2)[CH:10]([O:28][CH2:29][C:30]2[CH:39]=[CH:38][C:37]3[C:32](=[CH:33][CH:34]=[CH:35][CH:36]=3)[CH:31]=2)[CH2:9]1)[C:2]1[CH:7]=[CH:6][CH:5]=[CH:4][CH:3]=1. The catalyst class is: 2.